The task is: Predict the reactants needed to synthesize the given product.. This data is from Full USPTO retrosynthesis dataset with 1.9M reactions from patents (1976-2016). (1) Given the product [Br:9][C:10]1[C:11]([CH:16]([OH:17])[C:2]([F:4])([F:3])[F:1])=[N:12][N:13]([CH3:15])[CH:14]=1, predict the reactants needed to synthesize it. The reactants are: [F:1][C:2]([Si](C)(C)C)([F:4])[F:3].[Br:9][C:10]1[C:11]([CH:16]=[O:17])=[N:12][N:13]([CH3:15])[CH:14]=1.Cl.O. (2) The reactants are: [F:1][C:2]1[C:21]([NH:22][S:23]([CH2:26][CH2:27][CH3:28])(=[O:25])=[O:24])=[CH:20][CH:19]=[C:18]([F:29])[C:3]=1[C:4]([C:6]1[C:14]2[C:9](=[N:10][CH:11]=[C:12]([C:15](O)=[O:16])[CH:13]=2)[NH:8][CH:7]=1)=[O:5].[N:30]1[CH:35]=[CH:34][CH:33]=[C:32]([NH2:36])[CH:31]=1. Given the product [N:30]1[CH:35]=[CH:34][CH:33]=[C:32]([NH:36][C:15]([C:12]2[CH:13]=[C:14]3[C:6]([C:4](=[O:5])[C:3]4[C:18]([F:29])=[CH:19][CH:20]=[C:21]([NH:22][S:23]([CH2:26][CH2:27][CH3:28])(=[O:25])=[O:24])[C:2]=4[F:1])=[CH:7][NH:8][C:9]3=[N:10][CH:11]=2)=[O:16])[CH:31]=1, predict the reactants needed to synthesize it.